Dataset: Forward reaction prediction with 1.9M reactions from USPTO patents (1976-2016). Task: Predict the product of the given reaction. Given the reactants [C:1]([O:5][C:6](=[O:38])[NH:7][C:8]1[C:16]2[C:11](=[CH:12][CH:13]=[CH:14][CH:15]=2)[C:10]([C:31]2[CH:36]=[CH:35][CH:34]=[C:33]([Br:37])[CH:32]=2)([C:17]2[CH:22]=[CH:21][C:20]([O:23][Si](C(C)(C)C)(C)C)=[CH:19][CH:18]=2)[N:9]=1)([CH3:4])([CH3:3])[CH3:2].[F-].C([N+](CCCC)(CCCC)CCCC)CCC, predict the reaction product. The product is: [C:1]([O:5][C:6](=[O:38])[NH:7][C:8]1[C:16]2[C:11](=[CH:12][CH:13]=[CH:14][CH:15]=2)[C:10]([C:31]2[CH:36]=[CH:35][CH:34]=[C:33]([Br:37])[CH:32]=2)([C:17]2[CH:22]=[CH:21][C:20]([OH:23])=[CH:19][CH:18]=2)[N:9]=1)([CH3:4])([CH3:2])[CH3:3].